From a dataset of Reaction yield outcomes from USPTO patents with 853,638 reactions. Predict the reaction yield, written as a fraction of the theoretical maximum amount of product (1.0 means a 100% yield; for example, 0.34 means a 34% yield). (1) The reactants are [Br:1][CH2:2][C:3]1[CH:10]=[CH:9][C:6]([CH:7]=O)=[CH:5][CH:4]=1.S(C1C=CC(C)=CC=1)(O)(=O)=O.[CH:22]1([O:27][C:28](=[O:35])[C@H:29]([CH2:31][CH:32]([CH3:34])[CH3:33])[NH2:30])[CH2:26][CH2:25][CH2:24][CH2:23]1.C(O[BH-](OC(=O)C)OC(=O)C)(=O)C.[Na+].C(OCC)(=O)C. The catalyst is ClC(Cl)C. The product is [Br:1][CH2:2][C:3]1[CH:10]=[CH:9][C:6]([CH2:7][NH:30][C@H:29]([C:28]([O:27][CH:22]2[CH2:23][CH2:24][CH2:25][CH2:26]2)=[O:35])[CH2:31][CH:32]([CH3:34])[CH3:33])=[CH:5][CH:4]=1. The yield is 0.830. (2) The reactants are [NH2:1][C:2]1[CH:7]=[CH:6][C:5]([OH:8])=[CH:4][C:3]=1[N+:9]([O-])=O. The catalyst is [Pd].CO. The product is [NH2:9][C:3]1[CH:4]=[C:5]([OH:8])[CH:6]=[CH:7][C:2]=1[NH2:1]. The yield is 0.910.